From a dataset of Peptide-MHC class I binding affinity with 185,985 pairs from IEDB/IMGT. Regression. Given a peptide amino acid sequence and an MHC pseudo amino acid sequence, predict their binding affinity value. This is MHC class I binding data. The peptide sequence is YDAPGWLIW. The MHC is HLA-A03:01 with pseudo-sequence HLA-A03:01. The binding affinity (normalized) is 0.213.